Dataset: Catalyst prediction with 721,799 reactions and 888 catalyst types from USPTO. Task: Predict which catalyst facilitates the given reaction. (1) Reactant: [N:1]1([C:6]2[CH:13]=[CH:12][C:9]([CH:10]=O)=[CH:8][CH:7]=2)[CH:5]=[N:4][CH:3]=[N:2]1.Cl.[CH2:15]([O:17][C:18](=[O:21])[CH2:19][NH2:20])[CH3:16].C(N(CC)CC)C.[O-]S([O-])(=O)=O.[Mg+2].[BH4-].[Na+]. The catalyst class is: 61. Product: [CH2:15]([O:17][C:18](=[O:21])[CH2:19][NH:20][CH2:10][C:9]1[CH:12]=[CH:13][C:6]([N:1]2[CH:5]=[N:4][CH:3]=[N:2]2)=[CH:7][CH:8]=1)[CH3:16]. (2) Reactant: [Cl:1][C:2]1[CH:3]=[CH:4][C:5]2[N:11]3[C:12]([CH3:15])=[N:13][N:14]=[C:10]3[CH:9]([CH2:16][CH2:17][N:18]3[NH:22][N:21]=[C:20]([CH2:23][C:24]([O:26]CC)=[O:25])[NH:19]3)[O:8][CH:7]([C:29]3[CH:34]=[CH:33][CH:32]=[C:31]([O:35][CH3:36])[C:30]=3[O:37][CH3:38])[C:6]=2[CH:39]=1.C(=O)([O-])[O-].[K+].[K+].O1CCCC1.Cl. Product: [Cl:1][C:2]1[CH:3]=[CH:4][C:5]2[N:11]3[C:12]([CH3:15])=[N:13][N:14]=[C:10]3[CH:9]([CH2:16][CH2:17][N:18]3[NH:22][N:21]=[C:20]([CH2:23][C:24]([OH:26])=[O:25])[NH:19]3)[O:8][CH:7]([C:29]3[CH:34]=[CH:33][CH:32]=[C:31]([O:35][CH3:36])[C:30]=3[O:37][CH3:38])[C:6]=2[CH:39]=1. The catalyst class is: 97. (3) Product: [CH2:1]([O:3][C:4]([C:6]1[C:11](=[O:12])[NH:10][C:9]2[N:13]([CH:17]([CH3:19])[CH3:18])[N:14]=[C:15]([CH3:16])[C:8]=2[C:7]=1[Cl:23])=[O:5])[CH3:2]. The catalyst class is: 23. Reactant: [CH2:1]([O:3][C:4]([C:6]1[C:11](=[O:12])[NH:10][C:9]2[N:13]([CH:17]([CH3:19])[CH3:18])[N:14]=[C:15]([CH3:16])[C:8]=2[C:7]=1O)=[O:5])[CH3:2].O=P(Cl)(Cl)[Cl:23]. (4) Reactant: C[O:2][C:3](=[O:15])[C:4]1[CH:13]=[C:12]([OH:14])[CH:11]=[C:6]([C:7]([O:9][CH3:10])=[O:8])[CH:5]=1.C(=O)([O-])[O-].[K+].[K+].I[CH2:23][CH2:24][CH3:25].[OH-].[Na+]. Product: [CH3:10][O:9][C:7](=[O:8])[C:6]1[CH:11]=[C:12]([O:14][CH2:23][CH2:24][CH3:25])[CH:13]=[C:4]([C:3]([OH:2])=[O:15])[CH:5]=1. The catalyst class is: 121. (5) Reactant: C(N(C(C)C)CC)(C)C.[Cl:10][C:11]1[N:16]=[C:15](Cl)[C:14]([C:18]([F:21])([F:20])[F:19])=[CH:13][N:12]=1.Cl.[CH3:23][S:24]([C:27]1[CH:28]=[C:29]([CH2:33][NH2:34])[CH:30]=[CH:31][CH:32]=1)(=[O:26])=[O:25].ClC1C(C(F)(F)F)=CN=C(NCC2C=CC=C(S(C)(=O)=O)C=2)N=1. Product: [Cl:10][C:11]1[N:16]=[C:15]([NH:34][CH2:33][C:29]2[CH:30]=[CH:31][CH:32]=[C:27]([S:24]([CH3:23])(=[O:26])=[O:25])[CH:28]=2)[C:14]([C:18]([F:21])([F:20])[F:19])=[CH:13][N:12]=1. The catalyst class is: 76. (6) Reactant: Cl.Cl.[NH2:3][CH:4]1[CH2:9][CH2:8][N:7]([CH2:10][C@H:11]2[N:22]3[C:23]4[C:18]([CH:19]=[CH:20][C:21]3=[O:24])=[C:17](/[CH:25]=[CH:26]/[C:27]([O:29][CH2:30][CH3:31])=[O:28])[CH:16]=[C:15]([F:32])[C:14]=4[O:13][CH2:12]2)[CH2:6][CH2:5]1.C(N(CC)CC)C.[O:40]1[C:49]2[CH:48]=[C:47]([CH:50]=O)[N:46]=[CH:45][C:44]=2[O:43][CH2:42][CH2:41]1.C(O[BH-](OC(=O)C)OC(=O)C)(=O)C.[Na+]. Product: [O:40]1[C:49]2[CH:48]=[C:47]([CH2:50][NH:3][CH:4]3[CH2:9][CH2:8][N:7]([CH2:10][C@H:11]4[N:22]5[C:23]6[C:18]([CH:19]=[CH:20][C:21]5=[O:24])=[C:17](/[CH:25]=[CH:26]/[C:27]([O:29][CH2:30][CH3:31])=[O:28])[CH:16]=[C:15]([F:32])[C:14]=6[O:13][CH2:12]4)[CH2:6][CH2:5]3)[N:46]=[CH:45][C:44]=2[O:43][CH2:42][CH2:41]1. The catalyst class is: 4. (7) Reactant: C([O:5][C:6](=[O:33])[CH2:7][N:8]1[C:16]2[CH2:15][CH2:14][CH:13]([N:17]([S:19]([C:22]3[CH:27]=[CH:26][C:25]([F:28])=[CH:24][CH:23]=3)(=[O:21])=[O:20])[CH3:18])[CH2:12][C:11]=2[C:10]2[N:29]=[CH:30][CH:31]=[CH:32][C:9]1=2)(C)(C)C.CO.[OH-].[Na+].Cl. Product: [F:28][C:25]1[CH:26]=[CH:27][C:22]([S:19]([N:17]([CH3:18])[CH:13]2[CH2:14][CH2:15][C:16]3[N:8]([CH2:7][C:6]([OH:33])=[O:5])[C:9]4[CH:32]=[CH:31][CH:30]=[N:29][C:10]=4[C:11]=3[CH2:12]2)(=[O:20])=[O:21])=[CH:23][CH:24]=1. The catalyst class is: 1. (8) Reactant: [F:1][C:2]1([F:17])[CH2:7][N:6]([C:8]([O:10][C:11]([CH3:14])([CH3:13])[CH3:12])=[O:9])[C@@H:5]([CH2:15][OH:16])[CH2:4][CH2:3]1.CC(OI1(OC(C)=O)(OC(C)=O)OC(=O)C2C=CC=CC1=2)=O. Product: [F:17][C:2]1([F:1])[CH2:7][N:6]([C:8]([O:10][C:11]([CH3:12])([CH3:13])[CH3:14])=[O:9])[C@@H:5]([CH:15]=[O:16])[CH2:4][CH2:3]1. The catalyst class is: 2. (9) Reactant: [CH3:1][O:2][C:3]([C:5]1[S:9][C:8]2[CH:10]=[C:11]([NH2:14])[CH:12]=[CH:13][C:7]=2[CH:6]=1)=[O:4].C([O-])([O-])=O.[Na+].[Na+].[Cl:21][CH2:22][C:23](Cl)=[O:24]. Product: [CH3:1][O:2][C:3]([C:5]1[S:9][C:8]2[CH:10]=[C:11]([NH:14][C:23](=[O:24])[CH2:22][Cl:21])[CH:12]=[CH:13][C:7]=2[CH:6]=1)=[O:4]. The catalyst class is: 31.